Dataset: Forward reaction prediction with 1.9M reactions from USPTO patents (1976-2016). Task: Predict the product of the given reaction. The product is: [CH3:1][S:2][C:3]1[CH:10]=[CH:9][C:6]([CH2:7][Cl:17])=[CH:5][C:4]=1[C:11]([F:14])([F:13])[F:12]. Given the reactants [CH3:1][S:2][C:3]1[CH:10]=[CH:9][C:6]([CH2:7]O)=[CH:5][C:4]=1[C:11]([F:14])([F:13])[F:12].S(Cl)([Cl:17])=O, predict the reaction product.